This data is from Catalyst prediction with 721,799 reactions and 888 catalyst types from USPTO. The task is: Predict which catalyst facilitates the given reaction. (1) Reactant: Br[C:2]1[C:10]2[C:5](=[CH:6][N:7]=[C:8]([C:11]3[C:16]([CH2:17][CH3:18])=[CH:15][CH:14]=[CH:13][C:12]=3[CH2:19][CH3:20])[CH:9]=2)[N:4]([C:21]2[CH:26]=[CH:25][C:24]([CH:27]([CH3:29])[CH3:28])=[CH:23][CH:22]=2)[CH:3]=1.[CH2:30]([Sn](CCCC)(CCCC)C=C)[CH2:31]CC.[F-].[K+]. Product: [CH2:17]([C:16]1[CH:15]=[CH:14][CH:13]=[C:12]([CH2:19][CH3:20])[C:11]=1[C:8]1[CH:9]=[C:10]2[C:2]([CH:30]=[CH2:31])=[CH:3][N:4]([C:21]3[CH:26]=[CH:25][C:24]([CH:27]([CH3:28])[CH3:29])=[CH:23][CH:22]=3)[C:5]2=[CH:6][N:7]=1)[CH3:18]. The catalyst class is: 455. (2) Reactant: [OH:1][NH2:2].[N:3]1[CH:8]=[CH:7][CH:6]=[CH:5][C:4]=1[CH:9]([C:21]1[CH:26]=[CH:25][CH:24]=[CH:23][N:22]=1)[CH2:10][CH2:11][CH2:12][CH2:13][CH2:14][CH2:15][C:16](OCC)=[O:17]. Product: [OH:1][NH:2][C:16](=[O:17])[CH2:15][CH2:14][CH2:13][CH2:12][CH2:11][CH:10]=[C:9]([C:21]1[CH:26]=[CH:25][CH:24]=[CH:23][N:22]=1)[C:4]1[CH:5]=[CH:6][CH:7]=[CH:8][N:3]=1. The catalyst class is: 5. (3) Reactant: [C:1]([C:5]1[CH:10]=[C:9]([CH3:11])[C:8]([N+:12]([O-:14])=[O:13])=[CH:7][C:6]=1[N+:15]([O-:17])=[O:16])([CH3:4])([CH3:3])[CH3:2].C(C1C=CC([N+]([O-])=O)=C(C)C=1[N+]([O-])=O)(C)(C)C.C[C:36]([N:38]([CH3:40])[CH3:39])=O. Product: [C:1]([C:5]1[C:6]([N+:15]([O-:17])=[O:16])=[CH:7][C:8]([N+:12]([O-:14])=[O:13])=[C:9](/[CH:11]=[CH:36]/[N:38]([CH3:40])[CH3:39])[CH:10]=1)([CH3:4])([CH3:2])[CH3:3]. The catalyst class is: 3. (4) Reactant: CCCC[N+](CCCC)(CCCC)CCCC.[F-].[Br:19][C:20]1[CH:21]=[C:22]([O:36][C:37]2[CH:42]=[CH:41][CH:40]=[CH:39][CH:38]=2)[C:23]([NH:26][C:27]2[S:28][CH:29]=[C:30]([CH2:32][CH2:33][C:34]#[N:35])[N:31]=2)=[N:24][CH:25]=1.[Si]([N:47]=[N+:48]=[N-:49])(C)(C)C. Product: [NH:47]1[C:34]([CH2:33][CH2:32][C:30]2[N:31]=[C:27]([NH:26][C:23]3[C:22]([O:36][C:37]4[CH:42]=[CH:41][CH:40]=[CH:39][CH:38]=4)=[CH:21][C:20]([Br:19])=[CH:25][N:24]=3)[S:28][CH:29]=2)=[N:35][N:49]=[N:48]1. The catalyst class is: 2. (5) Reactant: FC(F)(F)C(O)=O.[CH:8]([C@H:10]1[CH2:14][CH2:13][CH2:12][C@@H:11]1[NH2:15])=[CH2:9].Cl[C:17]([O:19][CH2:20][C:21]1[CH:26]=[CH:25][CH:24]=[CH:23][CH:22]=1)=[O:18]. Product: [CH:8]([C@H:10]1[CH2:14][CH2:13][CH2:12][C@@H:11]1[NH:15][C:17](=[O:18])[O:19][CH2:20][C:21]1[CH:26]=[CH:25][CH:24]=[CH:23][CH:22]=1)=[CH2:9]. The catalyst class is: 2. (6) Product: [Cl:1][C:2]1[CH:3]=[C:4]([CH:31]=[CH:32][CH:33]=1)[CH2:5][NH:6][C:7]([C:9]1[N:10]([CH2:25][CH:26]([O:29][CH3:30])[O:27][CH3:28])[CH:11]=[C:12]([C:35]2[CH:40]=[CH:39][CH:38]=[CH:37][CH:36]=2)[C:13](=[O:23])[C:14]=1[O:15][CH2:16][C:17]1[CH:22]=[CH:21][CH:20]=[CH:19][CH:18]=1)=[O:8]. Reactant: [Cl:1][C:2]1[CH:3]=[C:4]([CH:31]=[CH:32][CH:33]=1)[CH2:5][NH:6][C:7]([C:9]1[N:10]([CH2:25][CH:26]([O:29][CH3:30])[O:27][CH3:28])[CH:11]=[C:12](Br)[C:13](=[O:23])[C:14]=1[O:15][CH2:16][C:17]1[CH:22]=[CH:21][CH:20]=[CH:19][CH:18]=1)=[O:8].O.[C:35]1(B(O)O)[CH:40]=[CH:39][CH:38]=[CH:37][CH:36]=1.C(=O)([O-])[O-].[Na+].[Na+]. The catalyst class is: 564. (7) The catalyst class is: 79. Product: [CH2:10]([O:12][C:13]([S:15][CH2:16][CH2:17][CH2:18][CH2:19][CH2:20][CH2:21][CH2:22][CH2:23][CH2:24][CH2:25][O:26][C:27]1[CH:28]=[CH:29][C:30]([C:31]([O:33][C:2]2[CH:9]=[CH:8][C:5]([CH:6]=[O:7])=[CH:4][CH:3]=2)=[O:32])=[CH:34][CH:35]=1)=[S:14])[CH3:11]. Reactant: O[C:2]1[CH:9]=[CH:8][C:5]([CH:6]=[O:7])=[CH:4][CH:3]=1.[CH2:10]([O:12][C:13]([S:15][CH2:16][CH2:17][CH2:18][CH2:19][CH2:20][CH2:21][CH2:22][CH2:23][CH2:24][CH2:25][O:26][C:27]1[CH:35]=[CH:34][C:30]([C:31]([OH:33])=[O:32])=[CH:29][CH:28]=1)=[S:14])[CH3:11].C1CCC(N=C=NC2CCCCC2)CC1.